From a dataset of NCI-60 drug combinations with 297,098 pairs across 59 cell lines. Regression. Given two drug SMILES strings and cell line genomic features, predict the synergy score measuring deviation from expected non-interaction effect. (1) Drug 1: CC1=C(C(CCC1)(C)C)C=CC(=CC=CC(=CC(=O)O)C)C. Drug 2: CN1C(=O)N2C=NC(=C2N=N1)C(=O)N. Cell line: SN12C. Synergy scores: CSS=10.4, Synergy_ZIP=-0.828, Synergy_Bliss=7.53, Synergy_Loewe=1.41, Synergy_HSA=4.16. (2) Drug 1: CC1=C(C(CCC1)(C)C)C=CC(=CC=CC(=CC(=O)O)C)C. Drug 2: CCN(CC)CCCC(C)NC1=C2C=C(C=CC2=NC3=C1C=CC(=C3)Cl)OC. Cell line: A498. Synergy scores: CSS=12.1, Synergy_ZIP=-3.87, Synergy_Bliss=-1.57, Synergy_Loewe=-16.3, Synergy_HSA=-8.29. (3) Drug 2: CC1=C(C(CCC1)(C)C)C=CC(=CC=CC(=CC(=O)O)C)C. Synergy scores: CSS=36.2, Synergy_ZIP=-0.556, Synergy_Bliss=-3.56, Synergy_Loewe=-22.2, Synergy_HSA=-2.75. Cell line: COLO 205. Drug 1: C1C(C(OC1N2C=NC3=C(N=C(N=C32)Cl)N)CO)O. (4) Drug 1: CC1=C(C=C(C=C1)NC2=NC=CC(=N2)N(C)C3=CC4=NN(C(=C4C=C3)C)C)S(=O)(=O)N.Cl. Drug 2: C1CC(=O)NC(=O)C1N2CC3=C(C2=O)C=CC=C3N. Cell line: HOP-92. Synergy scores: CSS=8.09, Synergy_ZIP=-2.32, Synergy_Bliss=1.18, Synergy_Loewe=2.51, Synergy_HSA=2.53. (5) Drug 1: CN1CCC(CC1)COC2=C(C=C3C(=C2)N=CN=C3NC4=C(C=C(C=C4)Br)F)OC. Drug 2: CN1C2=C(C=C(C=C2)N(CCCl)CCCl)N=C1CCCC(=O)O.Cl. Cell line: NCIH23. Synergy scores: CSS=21.5, Synergy_ZIP=3.66, Synergy_Bliss=7.72, Synergy_Loewe=5.65, Synergy_HSA=7.45. (6) Drug 1: C1=CC=C(C=C1)NC(=O)CCCCCCC(=O)NO. Drug 2: CC1C(C(CC(O1)OC2CC(CC3=C2C(=C4C(=C3O)C(=O)C5=C(C4=O)C(=CC=C5)OC)O)(C(=O)CO)O)N)O.Cl. Cell line: KM12. Synergy scores: CSS=34.1, Synergy_ZIP=-4.98, Synergy_Bliss=-1.25, Synergy_Loewe=-5.34, Synergy_HSA=2.13. (7) Drug 1: CS(=O)(=O)C1=CC(=C(C=C1)C(=O)NC2=CC(=C(C=C2)Cl)C3=CC=CC=N3)Cl. Drug 2: C1CCN(CC1)CCOC2=CC=C(C=C2)C(=O)C3=C(SC4=C3C=CC(=C4)O)C5=CC=C(C=C5)O. Cell line: LOX IMVI. Synergy scores: CSS=4.05, Synergy_ZIP=-5.10, Synergy_Bliss=-8.83, Synergy_Loewe=-7.53, Synergy_HSA=-7.51.